From a dataset of Catalyst prediction with 721,799 reactions and 888 catalyst types from USPTO. Predict which catalyst facilitates the given reaction. (1) Reactant: [CH:1]1([CH2:4][CH2:5][OH:6])[CH2:3][CH2:2]1.ClCCl.[CH3:10][S:11](Cl)(=[O:13])=[O:12].C(N(CC)CC)C. Product: [CH3:10][S:11]([O:6][CH2:5][CH2:4][CH:1]1[CH2:3][CH2:2]1)(=[O:13])=[O:12]. The catalyst class is: 84. (2) Reactant: [F:1][C:2]([C:5]1[CH:10]=[CH:9][CH:8]=[C:7]([N+:11]([O-])=O)[CH:6]=1)([F:4])[CH3:3].C(N)CN. Product: [F:1][C:2]([C:5]1[CH:6]=[C:7]([CH:8]=[CH:9][CH:10]=1)[NH2:11])([F:4])[CH3:3]. The catalyst class is: 19. (3) The catalyst class is: 34. Product: [CH3:54][O:55][C:56]([C:58]1[C:62]([NH:63][C:27]([C:25]2[CH:24]=[CH:23][CH:22]=[C:21]([C:19]3[CH:18]=[N:17][N:16]([CH2:15][CH2:14][CH2:13][S:12][CH2:11][CH2:10][NH:9][C:7]([O:6][C:2]([CH3:3])([CH3:4])[CH3:5])=[O:8])[CH:20]=3)[N:26]=2)=[O:29])=[CH:61][N:60]([CH:64]2[CH2:69][CH2:68][O:67][CH2:66][CH2:65]2)[N:59]=1)=[O:57]. Reactant: [Li].[C:2]([O:6][C:7]([NH:9][CH2:10][CH2:11][S:12][CH2:13][CH2:14][CH2:15][N:16]1[CH:20]=[C:19]([C:21]2[N:26]=[C:25]([C:27]([OH:29])=O)[CH:24]=[CH:23][CH:22]=2)[CH:18]=[N:17]1)=[O:8])([CH3:5])([CH3:4])[CH3:3].C(N(C(C)C)C(C)C)C.ClP(N1CCOC1=O)(N1CCOC1=O)=O.[CH3:54][O:55][C:56]([C:58]1[C:62]([NH2:63])=[CH:61][N:60]([CH:64]2[CH2:69][CH2:68][O:67][CH2:66][CH2:65]2)[N:59]=1)=[O:57]. (4) The catalyst class is: 23. Reactant: [Br:1][C:2]1[CH:11]=[CH:10][CH:9]=[C:8]2[C:3]=1[CH:4]=[CH:5][N+:6]([O-])=[CH:7]2.P(C#N)(=O)(OCC)[O:14][CH2:15]C.CCN(CC)CC. Product: [Br:1][C:2]1[CH:11]=[CH:10][CH:9]=[C:8]2[C:3]=1[CH:4]=[CH:5][N:6]=[C:7]2[O:14][CH3:15]. (5) Reactant: [C:1](OCC)(=[O:7])[C:2](OCC)=[O:3].[CH3:11][N:12]([CH3:31])[C:13](=[O:30])[CH2:14][N:15]([C:22]1[CH:27]=[CH:26][C:25]([O:28][CH3:29])=[CH:24][CH:23]=1)[CH2:16][C:17]([O:19][CH2:20][CH3:21])=[O:18].CC[O-].[Na+].C(O)(=O)C. Product: [CH3:31][N:12]([CH3:11])[C:13]([C:14]1[N:15]([C:22]2[CH:27]=[CH:26][C:25]([O:28][CH3:29])=[CH:24][CH:23]=2)[C:16]([C:17]([O:19][CH2:20][CH3:21])=[O:18])=[C:2]([OH:3])[C:1]=1[OH:7])=[O:30]. The catalyst class is: 6. (6) Reactant: CC1(C)[O:6][C@@H:5]([CH2:7][O:8][NH:9][C:10]([C:12]2[CH:20]=[CH:19][C:15]3[CH:16]=[N:17][S:18][C:14]=3[C:13]=2[NH:21][C:22]2[CH:27]=[CH:26][C:25]([Br:28])=[CH:24][C:23]=2[F:29])=[O:11])[CH2:4][O:3]1.Cl. Product: [OH:6][C@H:5]([CH2:4][OH:3])[CH2:7][O:8][NH:9][C:10]([C:12]1[CH:20]=[CH:19][C:15]2[CH:16]=[N:17][S:18][C:14]=2[C:13]=1[NH:21][C:22]1[CH:27]=[CH:26][C:25]([Br:28])=[CH:24][C:23]=1[F:29])=[O:11]. The catalyst class is: 5.